Dataset: Full USPTO retrosynthesis dataset with 1.9M reactions from patents (1976-2016). Task: Predict the reactants needed to synthesize the given product. Given the product [Si:1]([O:8][CH2:9][CH2:10][CH2:11][C:12]1[CH:13]=[N:14][C:15]([C:18]2[O:26][C:21]3=[CH:22][N:23]=[CH:24][CH:25]=[C:20]3[C:19]=2[OH:27])=[N:16][CH:17]=1)([C:4]([CH3:5])([CH3:6])[CH3:7])([CH3:2])[CH3:3], predict the reactants needed to synthesize it. The reactants are: [Si:1]([O:8][CH2:9][C:10]#[C:11][C:12]1[CH:13]=[N:14][C:15]([C:18]2[O:26][C:21]3=[CH:22][N:23]=[CH:24][CH:25]=[C:20]3[C:19]=2[OH:27])=[N:16][CH:17]=1)([C:4]([CH3:7])([CH3:6])[CH3:5])([CH3:3])[CH3:2].